Predict the product of the given reaction. From a dataset of Forward reaction prediction with 1.9M reactions from USPTO patents (1976-2016). (1) The product is: [F:20][C:21]1[CH:28]=[CH:27][CH:26]=[CH:25][C:22]=1[CH2:23][N:16]1[CH2:15][CH2:14][CH:13]([NH:12][C:11]2[C:6]3[CH:5]=[C:4]([Cl:3])[S:19][C:7]=3[N:8]=[CH:9][N:10]=2)[CH2:18][CH2:17]1. Given the reactants Cl.Cl.[Cl:3][C:4]1[S:19][C:7]2[N:8]=[CH:9][N:10]=[C:11]([NH:12][CH:13]3[CH2:18][CH2:17][NH:16][CH2:15][CH2:14]3)[C:6]=2[CH:5]=1.[F:20][C:21]1[CH:28]=[CH:27][CH:26]=[CH:25][C:22]=1[CH:23]=O, predict the reaction product. (2) Given the reactants Cl.[Br-:2].[CH2:3]([N+:10]12[CH2:25][CH2:24][N:23](C(OC(C)(C)C)=O)[CH:11]1[CH2:12][N:13](C(OC(C)(C)C)=O)[CH2:14][CH2:15]2)[C:4]1[CH:9]=[CH:8][CH:7]=[CH:6][CH:5]=1, predict the reaction product. The product is: [Br-:2].[CH2:3]([N+:10]12[CH2:25][CH2:24][NH:23][CH:11]1[CH2:12][NH:13][CH2:14][CH2:15]2)[C:4]1[CH:9]=[CH:8][CH:7]=[CH:6][CH:5]=1. (3) The product is: [N+:14]([C:17]1[CH:24]=[CH:23][C:20]([CH2:21][NH:4][CH2:3][CH2:1][OH:2])=[CH:19][CH:18]=1)([O-:16])=[O:15]. Given the reactants [CH2:1]([CH2:3][NH2:4])[OH:2].CCN(C(C)C)C(C)C.[N+:14]([C:17]1[CH:24]=[CH:23][C:20]([CH2:21]Br)=[CH:19][CH:18]=1)([O-:16])=[O:15], predict the reaction product. (4) Given the reactants [CH3:1][CH:2]1[O:7][CH:6]([CH3:8])[CH2:5][N:4]([C:9]2[CH:10]=[N:11][C:12]([N+:15]([O-])=O)=[CH:13][CH:14]=2)[CH2:3]1, predict the reaction product. The product is: [CH3:1][CH:2]1[O:7][CH:6]([CH3:8])[CH2:5][N:4]([C:9]2[CH:14]=[CH:13][C:12]([NH2:15])=[N:11][CH:10]=2)[CH2:3]1. (5) The product is: [CH3:1][C:2]1[CH:10]=[CH:9][C:5]([C:6]([Cl:18])=[O:7])=[C:4]([C:11]([F:14])([F:13])[F:12])[CH:3]=1. Given the reactants [CH3:1][C:2]1[CH:10]=[CH:9][C:5]([C:6](O)=[O:7])=[C:4]([C:11]([F:14])([F:13])[F:12])[CH:3]=1.C(Cl)(=O)C([Cl:18])=O, predict the reaction product.